From a dataset of Forward reaction prediction with 1.9M reactions from USPTO patents (1976-2016). Predict the product of the given reaction. (1) The product is: [N+:20](/[CH:23]=[CH:15]/[C:14]1[CH:17]=[CH:18][CH:19]=[C:12]([O:5][C:6]2[CH:11]=[CH:10][CH:9]=[CH:8][CH:7]=2)[CH:13]=1)([O-:22])=[O:21]. Given the reactants C(O)(=O)C.[O:5]([C:12]1[CH:13]=[C:14]([CH:17]=[CH:18][CH:19]=1)[CH:15]=O)[C:6]1[CH:11]=[CH:10][CH:9]=[CH:8][CH:7]=1.[N+:20]([CH3:23])([O-:22])=[O:21].C([O-])(=O)C.[NH4+], predict the reaction product. (2) Given the reactants [Si]([O:8][CH2:9][C:10]([C:13]1[CH:14]=[C:15]([C:29]2[N:34]=[C:33]([CH3:35])[N:32]=[C:31]([NH2:36])[N:30]=2)[C:16]([NH:19][C:20]2[CH:21]=[N:22][C:23]([O:27][CH3:28])=[C:24]([F:26])[CH:25]=2)=[N:17][CH:18]=1)([CH3:12])[CH3:11])(C(C)(C)C)(C)C, predict the reaction product. The product is: [NH2:36][C:31]1[N:32]=[C:33]([CH3:35])[N:34]=[C:29]([C:15]2[CH:14]=[C:13]([C:10]([CH3:12])([CH3:11])[CH2:9][OH:8])[CH:18]=[N:17][C:16]=2[NH:19][C:20]2[CH:21]=[N:22][C:23]([O:27][CH3:28])=[C:24]([F:26])[CH:25]=2)[N:30]=1.